Dataset: Forward reaction prediction with 1.9M reactions from USPTO patents (1976-2016). Task: Predict the product of the given reaction. (1) Given the reactants C([O:8][C@H:9]1[CH2:13][CH2:12][CH2:11][C@@H:10]1[NH:14][C:15]1[CH:23]=[C:22]([N:24]2[C:32]3[CH2:31][C:30]([CH3:34])([CH3:33])[CH2:29][C:28](=[O:35])[C:27]=3[C:26]([CH2:36][CH3:37])=[N:25]2)[CH:21]=[CH:20][C:16]=1[C:17]([NH2:19])=[O:18])C1C=CC=CC=1, predict the reaction product. The product is: [CH2:36]([C:26]1[C:27]2[C:28](=[O:35])[CH2:29][C:30]([CH3:34])([CH3:33])[CH2:31][C:32]=2[N:24]([C:22]2[CH:21]=[CH:20][C:16]([C:17]([NH2:19])=[O:18])=[C:15]([NH:14][C@H:10]3[CH2:11][CH2:12][CH2:13][C@@H:9]3[OH:8])[CH:23]=2)[N:25]=1)[CH3:37]. (2) Given the reactants [CH3:1][O:2][C:3]1[CH:19]=[CH:18][CH:17]=[CH:16][C:4]=1[O:5][CH2:6][CH:7]([OH:15])[CH2:8][N:9]1[CH2:14][CH2:13][NH:12][CH2:11][CH2:10]1.Cl[CH2:21][C:22]([NH:24][C:25]1[C:30]([CH3:31])=[CH:29][CH:28]=[CH:27][C:26]=1[CH3:32])=[O:23].C(=O)([O-])[O-].[K+].[K+].[I-].[Na+], predict the reaction product. The product is: [CH3:31][C:30]1[CH:29]=[CH:28][CH:27]=[C:26]([CH3:32])[C:25]=1[NH:24][C:22](=[O:23])[CH2:21][N:12]1[CH2:13][CH2:14][N:9]([CH2:8][CH:7]([OH:15])[CH2:6][O:5][C:4]2[CH:16]=[CH:17][CH:18]=[CH:19][C:3]=2[O:2][CH3:1])[CH2:10][CH2:11]1. (3) Given the reactants [CH3:1][O:2][C:3]1[CH:11]=[C:10]2[C:6]([CH:7]=[CH:8][NH:9]2)=[CH:5][C:4]=1[O:12][C:13]1[CH:18]=[CH:17][N:16]=[C:15]([NH2:19])[CH:14]=1.[H-].[Na+].[CH3:22][NH:23][C:24](=O)[O:25]C1C=CC=CC=1.[Cl-].[NH4+], predict the reaction product. The product is: [NH2:19][C:15]1[CH:14]=[C:13]([O:12][C:4]2[CH:5]=[C:6]3[C:10](=[CH:11][C:3]=2[O:2][CH3:1])[N:9]([C:24]([NH:23][CH3:22])=[O:25])[CH:8]=[CH:7]3)[CH:18]=[CH:17][N:16]=1.